This data is from NCI-60 drug combinations with 297,098 pairs across 59 cell lines. The task is: Regression. Given two drug SMILES strings and cell line genomic features, predict the synergy score measuring deviation from expected non-interaction effect. (1) Drug 1: C1CC(=O)NC(=O)C1N2C(=O)C3=CC=CC=C3C2=O. Drug 2: CC12CCC3C(C1CCC2OP(=O)(O)O)CCC4=C3C=CC(=C4)OC(=O)N(CCCl)CCCl.[Na+]. Cell line: EKVX. Synergy scores: CSS=1.39, Synergy_ZIP=-0.492, Synergy_Bliss=-3.24, Synergy_Loewe=-8.24, Synergy_HSA=-8.02. (2) Drug 1: CC(C)(C#N)C1=CC(=CC(=C1)CN2C=NC=N2)C(C)(C)C#N. Drug 2: CC1CCCC2(C(O2)CC(NC(=O)CC(C(C(=O)C(C1O)C)(C)C)O)C(=CC3=CSC(=N3)C)C)C. Cell line: UACC-257. Synergy scores: CSS=21.4, Synergy_ZIP=0.709, Synergy_Bliss=0.287, Synergy_Loewe=-5.91, Synergy_HSA=1.16. (3) Drug 1: C1=CC(=C2C(=C1NCCNCCO)C(=O)C3=C(C=CC(=C3C2=O)O)O)NCCNCCO. Drug 2: CC1=C(C=C(C=C1)NC(=O)C2=CC=C(C=C2)CN3CCN(CC3)C)NC4=NC=CC(=N4)C5=CN=CC=C5. Cell line: BT-549. Synergy scores: CSS=40.7, Synergy_ZIP=12.5, Synergy_Bliss=9.64, Synergy_Loewe=-21.5, Synergy_HSA=6.57. (4) Drug 1: C#CCC(CC1=CN=C2C(=N1)C(=NC(=N2)N)N)C3=CC=C(C=C3)C(=O)NC(CCC(=O)O)C(=O)O. Drug 2: CC12CCC3C(C1CCC2OP(=O)(O)O)CCC4=C3C=CC(=C4)OC(=O)N(CCCl)CCCl.[Na+]. Cell line: HCC-2998. Synergy scores: CSS=8.00, Synergy_ZIP=-5.16, Synergy_Bliss=-3.56, Synergy_Loewe=-3.55, Synergy_HSA=-6.19. (5) Drug 1: CC1=C2C(C(=O)C3(C(CC4C(C3C(C(C2(C)C)(CC1OC(=O)C(C(C5=CC=CC=C5)NC(=O)OC(C)(C)C)O)O)OC(=O)C6=CC=CC=C6)(CO4)OC(=O)C)OC)C)OC. Drug 2: C1=NNC2=C1C(=O)NC=N2. Cell line: NCI-H322M. Synergy scores: CSS=36.6, Synergy_ZIP=-3.47, Synergy_Bliss=-1.70, Synergy_Loewe=-77.4, Synergy_HSA=-3.60. (6) Drug 1: C1=CC(=CC=C1CCCC(=O)O)N(CCCl)CCCl. Drug 2: CC1=C(C(=CC=C1)Cl)NC(=O)C2=CN=C(S2)NC3=CC(=NC(=N3)C)N4CCN(CC4)CCO. Cell line: LOX IMVI. Synergy scores: CSS=61.2, Synergy_ZIP=-5.66, Synergy_Bliss=0.190, Synergy_Loewe=2.45, Synergy_HSA=5.87.